Dataset: Reaction yield outcomes from USPTO patents with 853,638 reactions. Task: Predict the reaction yield, written as a fraction of the theoretical maximum amount of product (1.0 means a 100% yield; for example, 0.34 means a 34% yield). (1) The reactants are Br[CH2:2][C:3]([OH:5])=[O:4].[CH2:6]([NH2:9])[CH2:7][CH3:8].[OH-].[Na+].[C:12](=O)([O:18]C(C)(C)C)[O:13][C:14]([CH3:17])([CH3:16])[CH3:15].O.C(O)(=O)CC(CC(O)=O)(C(O)=O)O. The catalyst is O1CCCC1.C(O)C. The product is [C:14]([O:13][C:12]([N:9]([CH2:2][C:3]([OH:5])=[O:4])[CH2:6][CH2:7][CH3:8])=[O:18])([CH3:17])([CH3:16])[CH3:15]. The yield is 0.650. (2) The reactants are Cl.CN.[CH2:4]([N:6](CC)C(C)C)C.[C:12]1([C:22](Cl)=[O:23])[C:21]2[C:16](=[CH:17][CH:18]=[CH:19][CH:20]=2)[CH:15]=[CH:14][CH:13]=1. The catalyst is O1CCCC1.C(OCC)(=O)C. The product is [CH3:4][NH:6][C:22]([C:12]1[C:21]2[C:16](=[CH:17][CH:18]=[CH:19][CH:20]=2)[CH:15]=[CH:14][CH:13]=1)=[O:23]. The yield is 0.880. (3) The reactants are FC(F)(F)C(O)=O.[Cl:8][C:9]1[C:10]([F:37])=[C:11]([CH:15]2[C:19]([C:22]3[CH:27]=[CH:26][C:25]([Cl:28])=[CH:24][CH:23]=3)([C:20]#[N:21])[CH:18]([CH2:29][C:30]([CH3:33])([CH3:32])[CH3:31])[NH:17][CH:16]2[C:34](O)=[O:35])[CH:12]=[CH:13][CH:14]=1.[NH2:38][C:39]([CH3:43])([CH3:42])[CH2:40][OH:41].CN(C(ON1N=NC2C=CC=NC1=2)=[N+](C)C)C.F[P-](F)(F)(F)(F)F.CCN(C(C)C)C(C)C. The catalyst is C(Cl)Cl. The product is [OH:41][CH2:40][C:39]([NH:38][C:34]([CH:16]1[CH:15]([C:11]2[CH:12]=[CH:13][CH:14]=[C:9]([Cl:8])[C:10]=2[F:37])[C:19]([C:22]2[CH:23]=[CH:24][C:25]([Cl:28])=[CH:26][CH:27]=2)([C:20]#[N:21])[CH:18]([CH2:29][C:30]([CH3:32])([CH3:31])[CH3:33])[NH:17]1)=[O:35])([CH3:43])[CH3:42]. The yield is 0.910.